This data is from Catalyst prediction with 721,799 reactions and 888 catalyst types from USPTO. The task is: Predict which catalyst facilitates the given reaction. (1) Reactant: [OH:1][C:2]1[CH:11]=[C:10]2[C:5]([C:6](=[O:23])[N:7]([C:15]3[CH:22]=[CH:21][C:18]([C:19]#[N:20])=[CH:17][CH:16]=3)[C:8]([CH:12]([CH3:14])[CH3:13])=[N:9]2)=[CH:4][CH:3]=1.[I:24]N1C(=O)CCC1=O.O. Product: [OH:1][C:2]1[C:11]([I:24])=[C:10]2[C:5]([C:6](=[O:23])[N:7]([C:15]3[CH:16]=[CH:17][C:18]([C:19]#[N:20])=[CH:21][CH:22]=3)[C:8]([CH:12]([CH3:14])[CH3:13])=[N:9]2)=[CH:4][CH:3]=1. The catalyst class is: 2. (2) Reactant: [Cl:1][C:2]1[CH:7]=[CH:6][C:5]([C@@:8]2([OH:16])[CH2:13][CH2:12][NH:11][CH2:10][C@:9]2([CH3:15])[OH:14])=[CH:4][CH:3]=1.[C:17]([NH:24][C@@H:25]([C:29](O)=[O:30])[CH:26]([CH3:28])[CH3:27])([O:19][C:20]([CH3:23])([CH3:22])[CH3:21])=[O:18].C1C=CC2N(O)N=NC=2C=1.C(Cl)CCl.CCN(C(C)C)C(C)C. Product: [Cl:1][C:2]1[CH:7]=[CH:6][C:5]([C@@:8]2([OH:16])[CH2:13][CH2:12][N:11]([C:29](=[O:30])[C@H:25]([NH:24][C:17](=[O:18])[O:19][C:20]([CH3:23])([CH3:22])[CH3:21])[CH:26]([CH3:28])[CH3:27])[CH2:10][C@@:9]2([OH:14])[CH3:15])=[CH:4][CH:3]=1. The catalyst class is: 59. (3) Reactant: [Cl:1][C:2]1[CH:11]=[CH:10][CH:9]=[C:8]2[C:3]=1[CH:4]=[CH:5][C:6](=[O:39])[N:7]2[CH2:12][CH2:13][N:14]1[CH2:19][CH2:18][CH:17]([N:20]([CH2:28][C:29]2[CH:38]=[CH:37][C:32]3[O:33][CH2:34][CH2:35][O:36][C:31]=3[CH:30]=2)C(=O)OC(C)(C)C)[CH2:16][CH2:15]1.Cl.O1CCOCC1. Product: [ClH:1].[Cl:1][C:2]1[CH:11]=[CH:10][CH:9]=[C:8]2[C:3]=1[CH:4]=[CH:5][C:6](=[O:39])[N:7]2[CH2:12][CH2:13][N:14]1[CH2:19][CH2:18][CH:17]([NH:20][CH2:28][C:29]2[CH:38]=[CH:37][C:32]3[O:33][CH2:34][CH2:35][O:36][C:31]=3[CH:30]=2)[CH2:16][CH2:15]1. The catalyst class is: 12. (4) Reactant: [Cl:1][C:2]1[CH:3]=[CH:4][C:5]([CH2:8][O:9][C:10]2[CH:15]=[CH:14][NH:13][C:12](=[O:16])[CH:11]=2)=[N:6][CH:7]=1.Br[C:18]1[CH:19]=[CH:20][C:21]([N:24]2[CH2:28][CH2:27][CH:26]([N:29]3[CH2:33][CH2:32][CH2:31][CH2:30]3)[CH2:25]2)=[N:22][CH:23]=1.[C@@H]1(N)CCCC[C@H]1N.C([O-])([O-])=O.[K+].[K+]. Product: [Cl:1][C:2]1[CH:3]=[CH:4][C:5]([CH2:8][O:9][C:10]2[CH:15]=[CH:14][N:13]([C:18]3[CH:23]=[N:22][C:21]([N:24]4[CH2:28][CH2:27][CH:26]([N:29]5[CH2:33][CH2:32][CH2:31][CH2:30]5)[CH2:25]4)=[CH:20][CH:19]=3)[C:12](=[O:16])[CH:11]=2)=[N:6][CH:7]=1. The catalyst class is: 185. (5) Reactant: [CH3:1][O:2][C:3]1[CH:4]=[C:5]([S:9]([N:12]2[CH2:16][CH:15]([C:17]([OH:19])=O)[N:14]([C:20]3[CH:25]=[CH:24][CH:23]=[CH:22][CH:21]=3)[C:13]2=[O:26])(=[O:11])=[O:10])[CH:6]=[CH:7][CH:8]=1.[CH3:27][C:28]1[CH:33]=[CH:32][C:31]([CH3:34])=[CH:30][C:29]=1[N:35]1[CH2:40][CH2:39][NH:38][CH2:37][CH2:36]1.N1(O[P+](N(C)C)(N(C)C)N(C)C)C2C=CC=CC=2N=N1.F[P-](F)(F)(F)(F)F.C(N(C(C)C)C(C)C)C. Product: [CH3:27][C:28]1[CH:33]=[CH:32][C:31]([CH3:34])=[CH:30][C:29]=1[N:35]1[CH2:36][CH2:37][N:38]([C:17]([CH:15]2[CH2:16][N:12]([S:9]([C:5]3[CH:6]=[CH:7][CH:8]=[C:3]([O:2][CH3:1])[CH:4]=3)(=[O:11])=[O:10])[C:13](=[O:26])[N:14]2[C:20]2[CH:21]=[CH:22][CH:23]=[CH:24][CH:25]=2)=[O:19])[CH2:39][CH2:40]1. The catalyst class is: 7. (6) Reactant: S(Cl)([Cl:3])=O.[CH3:5][C:6]1[C:11]([CH3:12])=[C:10]([NH:13][CH2:14][CH2:15][CH2:16][CH2:17]O)[C:9]([N+:19]([O-:21])=[O:20])=[C:8]([O:22][C:23]2[CH:28]=[CH:27][CH:26]=[CH:25][CH:24]=2)[N:7]=1. Product: [Cl:3][CH2:17][CH2:16][CH2:15][CH2:14][NH:13][C:10]1[C:9]([N+:19]([O-:21])=[O:20])=[C:8]([O:22][C:23]2[CH:28]=[CH:27][CH:26]=[CH:25][CH:24]=2)[N:7]=[C:6]([CH3:5])[C:11]=1[CH3:12]. The catalyst class is: 4. (7) Reactant: [NH2:1][C:2]1[C:3]([C:12]([C:14]2[CH:19]=[CH:18][C:17]([O:20][CH3:21])=[C:16]([F:22])[CH:15]=2)=O)=[CH:4][CH:5]=[C:6]2[C:11]=1[N:10]=[CH:9][CH:8]=[CH:7]2.[CH3:23][NH:24][S:25](Cl)(=[O:27])=[O:26].[BH4-].[Na+]. Product: [F:22][C:16]1[CH:15]=[C:14]([CH:12]2[C:3]3[CH:4]=[CH:5][C:6]4[C:11](=[N:10][CH:9]=[CH:8][CH:7]=4)[C:2]=3[NH:1][S:25](=[O:27])(=[O:26])[N:24]2[CH3:23])[CH:19]=[CH:18][C:17]=1[O:20][CH3:21]. The catalyst class is: 17. (8) Reactant: [CH3:1][CH:2]([C:4]1[N:8]([CH2:9][CH2:10][C@@H:11]([OH:19])[CH2:12][C@@H:13]([OH:18])[CH2:14][C:15]([O-:17])=[O:16])[C:7]([C:20]2[CH:25]=[CH:24][C:23]([F:26])=[CH:22][CH:21]=2)=[C:6]([C:27]2[CH:32]=[CH:31][CH:30]=[CH:29][CH:28]=2)[C:5]=1[C:33]([NH:35][C:36]1[CH:41]=[CH:40][CH:39]=[CH:38][CH:37]=1)=[O:34])[CH3:3].[CH3:3][CH:2]([C:4]1[N:8]([CH2:9][CH2:10][C@@H:11]([OH:19])[CH2:12][C@@H:13]([OH:18])[CH2:14][C:15]([O-:17])=[O:16])[C:7]([C:20]2[CH:25]=[CH:24][C:23]([F:26])=[CH:22][CH:21]=2)=[C:6]([C:27]2[CH:32]=[CH:31][CH:30]=[CH:29][CH:28]=2)[C:5]=1[C:33]([NH:35][C:36]1[CH:41]=[CH:40][CH:39]=[CH:38][CH:37]=1)=[O:34])[CH3:1].[Ca+2].[CH2:84]([OH:95])[C@H:85]([C@H:87]([C@@H:89]([C@@H:91]([CH2:93][OH:94])[OH:92])[OH:90])[OH:88])[OH:86]. Product: [CH3:3][CH:2]([C:4]1[N:8]([CH2:9][CH2:10][C@@H:11]([OH:19])[CH2:12][C@@H:13]([OH:18])[CH2:14][C:15]([OH:17])=[O:16])[C:7]([C:20]2[CH:21]=[CH:22][C:23]([F:26])=[CH:24][CH:25]=2)=[C:6]([C:27]2[CH:28]=[CH:29][CH:30]=[CH:31][CH:32]=2)[C:5]=1[C:33]([NH:35][C:36]1[CH:37]=[CH:38][CH:39]=[CH:40][CH:41]=1)=[O:34])[CH3:1].[CH2:93]([OH:94])[C@H:91]([C@H:89]([C@@H:87]([C@@H:85]([CH2:84][OH:95])[OH:86])[OH:88])[OH:90])[OH:92]. The catalyst class is: 8. (9) Reactant: [CH3:1][N:2]1[CH2:7][CH2:6][N:5]([C:8]2[CH:9]=[CH:10][C:11]([NH:14][C:15]3[N:16]=[CH:17][C:18]4[C:24](=O)[CH2:23][CH:22]5[C:26](=[O:35])[NH:27][CH2:28][C:29]6([CH2:34][CH2:33][CH2:32][CH2:31][CH2:30]6)[N:21]5[C:19]=4[N:20]=3)=[N:12][CH:13]=2)[CH2:4][CH2:3]1.[CH2:36]([SH:40])[CH2:37][CH2:38][SH:39].C1(C)C=CC(S(O)(=O)=O)=CC=1. Product: [CH3:1][N:2]1[CH2:3][CH2:4][N:5]([C:8]2[CH:9]=[CH:10][C:11]([NH:14][C:15]3[N:16]=[CH:17][C:18]4[C:24]5([S:40][CH2:36][CH2:37][CH2:38][S:39]5)[CH2:23][CH:22]5[C:26](=[O:35])[NH:27][CH2:28][C:29]6([CH2:34][CH2:33][CH2:32][CH2:31][CH2:30]6)[N:21]5[C:19]=4[N:20]=3)=[N:12][CH:13]=2)[CH2:6][CH2:7]1. The catalyst class is: 11. (10) Reactant: [N+]([N:4]1[CH:12]=[C:11]2[C:6]([CH:7]=[CH:8][C:9]([N+:13]([O-:15])=[O:14])=[CH:10]2)=[N:5]1)([O-])=O.[CH3:16][N:17]([CH3:22])[CH2:18][CH2:19][NH:20][CH3:21]. Product: [CH3:16][N:17]([CH3:22])[CH2:18][CH2:19][N:20]([CH3:21])[C:12]1[C:11]2[C:6](=[CH:7][CH:8]=[C:9]([N+:13]([O-:15])=[O:14])[CH:10]=2)[NH:5][N:4]=1. The catalyst class is: 1.